Dataset: Full USPTO retrosynthesis dataset with 1.9M reactions from patents (1976-2016). Task: Predict the reactants needed to synthesize the given product. (1) Given the product [CH3:24][N:11]([C@H:9]([C:6]1[CH:5]=[CH:4][C:3]([O:2][CH3:1])=[CH:8][CH:7]=1)[CH3:10])[C@@H:12]1[C:21]2[N:20]=[CH:19][CH:18]=[CH:17][C:16]=2[CH2:15][CH2:14][CH2:13]1, predict the reactants needed to synthesize it. The reactants are: [CH3:1][O:2][C:3]1[CH:8]=[CH:7][C:6]([C@@H:9]([NH:11][C@@H:12]2[C:21]3[N:20]=[CH:19][CH:18]=[CH:17][C:16]=3[CH2:15][CH2:14][CH2:13]2)[CH3:10])=[CH:5][CH:4]=1.C=O.[C:24](O)(=O)C.[BH-](OC(C)=O)(OC(C)=O)OC(C)=O.[Na+].C([O-])([O-])=O.[Na+].[Na+]. (2) Given the product [F:1][C:2]1[CH:3]=[C:4]([CH:8]=[C:9]([N+:11]([O-:13])=[O:12])[CH:10]=1)[C:5]([O:7][CH2:19][CH:14]=[CH2:15])=[O:6], predict the reactants needed to synthesize it. The reactants are: [F:1][C:2]1[CH:3]=[C:4]([CH:8]=[C:9]([N+:11]([O-:13])=[O:12])[CH:10]=1)[C:5]([OH:7])=[O:6].[C:14]1(C)[CH:19]=CC(S(O)(=O)=O)=C[CH:15]=1.C(O)C=C.